Dataset: Full USPTO retrosynthesis dataset with 1.9M reactions from patents (1976-2016). Task: Predict the reactants needed to synthesize the given product. (1) Given the product [CH3:15][O:16][C:17](=[O:36])[C:18]1[CH:23]=[CH:22][C:21]([CH2:1][CH:2]([CH3:4])[CH3:3])=[C:20]([C:32]([F:35])([F:34])[F:33])[CH:19]=1, predict the reactants needed to synthesize it. The reactants are: [CH2:1](B(O)O)[CH:2]([CH3:4])[CH3:3].C(=O)([O-])[O-].[Cs+].[Cs+].O.[CH3:15][O:16][C:17](=[O:36])[C:18]1[CH:23]=[CH:22][C:21](OS(C(F)(F)F)(=O)=O)=[C:20]([C:32]([F:35])([F:34])[F:33])[CH:19]=1. (2) Given the product [C:1]([NH:4][C:5]([CH2:16][C:17](=[O:18])[C:19]1[CH:20]=[CH:21][C:22]([O:25][C:26]2[CH:27]=[CH:28][C:29]([C:32]3[N:44]=[C:35]([CH2:36][CH2:37][CH3:38])[O:34][CH:33]=3)=[CH:30][CH:31]=2)=[CH:23][CH:24]=1)([C:11]([O:13][CH2:14][CH3:15])=[O:12])[C:6]([O:8][CH2:9][CH3:10])=[O:7])(=[O:3])[CH3:2], predict the reactants needed to synthesize it. The reactants are: [C:1]([NH:4][C:5]([CH2:16][C:17]([C:19]1[CH:24]=[CH:23][C:22]([O:25][C:26]2[CH:31]=[CH:30][C:29]([C:32](=O)[CH2:33][O:34][C:35](=O)[CH2:36][CH2:37][CH3:38])=[CH:28][CH:27]=2)=[CH:21][CH:20]=1)=[O:18])([C:11]([O:13][CH2:14][CH3:15])=[O:12])[C:6]([O:8][CH2:9][CH3:10])=[O:7])(=[O:3])[CH3:2].C([NH2:44])(=O)C.B(F)(F)F.CCOCC.